From a dataset of Catalyst prediction with 721,799 reactions and 888 catalyst types from USPTO. Predict which catalyst facilitates the given reaction. (1) Reactant: [C:1]1(=O)[CH2:4][CH2:3][CH2:2]1.[C:6]([O:10][C:11]([N:13]1[CH2:17][CH2:16][CH:15]([C:18](=[O:28])[CH2:19]P(OCC)(OCC)=O)[CH2:14]1)=[O:12])([CH3:9])([CH3:8])[CH3:7].[OH-].[K+]. Product: [C:6]([O:10][C:11]([N:13]1[CH2:17][CH2:16][CH:15]([C:18](=[O:28])[CH:19]=[C:1]2[CH2:4][CH2:3][CH2:2]2)[CH2:14]1)=[O:12])([CH3:9])([CH3:7])[CH3:8]. The catalyst class is: 8. (2) Reactant: N([O-])=O.[Na+].[N:5]1[CH:10]=[CH:9][C:8]([CH:11]=[CH:12][C:13]2[CH:18]=[CH:17][C:16]([NH2:19])=[CH:15][CH:14]=2)=[CH:7][CH:6]=1.[N-:20]=[N+:21]=[N-].[Na+].C(=O)(O)[O-].[Na+]. Product: [N:19]([C:16]1[CH:15]=[CH:14][C:13]([CH:12]=[CH:11][C:8]2[CH:9]=[CH:10][N:5]=[CH:6][CH:7]=2)=[CH:18][CH:17]=1)=[N+:20]=[N-:21]. The catalyst class is: 223. (3) The catalyst class is: 9. Product: [CH:1]([NH:4][CH2:5][CH2:6][O:7][C:11]1[CH:16]=[CH:15][C:14]([N+:17]([O-:19])=[O:18])=[CH:13][CH:12]=1)([CH3:3])[CH3:2]. Reactant: [CH:1]([NH:4][CH2:5][CH2:6][OH:7])([CH3:3])[CH3:2].[H-].[Na+].F[C:11]1[CH:16]=[CH:15][C:14]([N+:17]([O-:19])=[O:18])=[CH:13][CH:12]=1.Cl. (4) Reactant: [Cl:1]N1C(=O)N(Cl)C(=O)N(Cl)C1=O.[CH:13]1([NH:16][C:17]2[N:22]=[C:21]([C:23]3[N:27]4[CH:28]=[CH:29][N:30]=[C:31]([CH3:32])[C:26]4=[N:25][C:24]=3[C:33]3[CH:38]=[CH:37][C:36]([F:39])=[CH:35][CH:34]=3)[CH:20]=[CH:19][N:18]=2)[CH2:15][CH2:14]1. Product: [Cl:1][C:20]1[C:21]([C:23]2[N:27]3[CH:28]=[CH:29][N:30]=[C:31]([CH3:32])[C:26]3=[N:25][C:24]=2[C:33]2[CH:34]=[CH:35][C:36]([F:39])=[CH:37][CH:38]=2)=[N:22][C:17]([NH:16][CH:13]2[CH2:15][CH2:14]2)=[N:18][CH:19]=1. The catalyst class is: 373.